Dataset: CYP3A4 inhibition data for predicting drug metabolism from PubChem BioAssay. Task: Regression/Classification. Given a drug SMILES string, predict its absorption, distribution, metabolism, or excretion properties. Task type varies by dataset: regression for continuous measurements (e.g., permeability, clearance, half-life) or binary classification for categorical outcomes (e.g., BBB penetration, CYP inhibition). Dataset: cyp3a4_veith. (1) The result is 0 (non-inhibitor). The drug is Cc1ccc2[nH]c(=O)c(NC(N)=S)nc2c1. (2) The compound is COc1cc(Nc2nc(-c3ccccc3)c3cc(C)ccc3n2)cc(OC)c1OC. The result is 0 (non-inhibitor). (3) The drug is N[C@H](Cc1cc(I)c(Oc2ccc(O)c(I)c2)c(I)c1)C(=O)O. The result is 0 (non-inhibitor). (4) The compound is O=C1[C@H]2CC[C@H]3/C(=N\OCc4ccccc4)C[C@@H](O)[C@@H](O)[C@@H]3[C@@H]2C(=O)N1Cc1ccccc1. The result is 0 (non-inhibitor). (5) The compound is CC(C)(N=NC(C)(C)C1=NCCN1)C1=NCCN1. The result is 0 (non-inhibitor). (6) The drug is COc1ccc(-n2c(=O)c(-c3cccc(C#N)c3)nc3cnc(N4CCNCC4)nc32)cc1. The result is 0 (non-inhibitor).